This data is from NCI-60 drug combinations with 297,098 pairs across 59 cell lines. The task is: Regression. Given two drug SMILES strings and cell line genomic features, predict the synergy score measuring deviation from expected non-interaction effect. (1) Drug 1: C1=NC2=C(N1)C(=S)N=C(N2)N. Drug 2: CN1C2=C(C=C(C=C2)N(CCCl)CCCl)N=C1CCCC(=O)O.Cl. Cell line: A498. Synergy scores: CSS=8.01, Synergy_ZIP=-4.66, Synergy_Bliss=-4.64, Synergy_Loewe=-9.88, Synergy_HSA=-5.18. (2) Drug 1: C1=C(C(=O)NC(=O)N1)N(CCCl)CCCl. Drug 2: CN1C2=C(C=C(C=C2)N(CCCl)CCCl)N=C1CCCC(=O)O.Cl. Cell line: SF-539. Synergy scores: CSS=38.7, Synergy_ZIP=-3.37, Synergy_Bliss=-0.456, Synergy_Loewe=-19.3, Synergy_HSA=-0.0672. (3) Drug 2: CC1=C(C(=O)C2=C(C1=O)N3CC4C(C3(C2COC(=O)N)OC)N4)N. Synergy scores: CSS=22.5, Synergy_ZIP=-6.08, Synergy_Bliss=0.576, Synergy_Loewe=-7.81, Synergy_HSA=2.41. Drug 1: C1=CC=C(C=C1)NC(=O)CCCCCCC(=O)NO. Cell line: SK-OV-3. (4) Cell line: SK-MEL-5. Synergy scores: CSS=50.1, Synergy_ZIP=-4.94, Synergy_Bliss=-3.19, Synergy_Loewe=-27.9, Synergy_HSA=-0.379. Drug 1: CC1OCC2C(O1)C(C(C(O2)OC3C4COC(=O)C4C(C5=CC6=C(C=C35)OCO6)C7=CC(=C(C(=C7)OC)O)OC)O)O. Drug 2: CCC1(CC2CC(C3=C(CCN(C2)C1)C4=CC=CC=C4N3)(C5=C(C=C6C(=C5)C78CCN9C7C(C=CC9)(C(C(C8N6C)(C(=O)OC)O)OC(=O)C)CC)OC)C(=O)OC)O.OS(=O)(=O)O. (5) Drug 1: CNC(=O)C1=CC=CC=C1SC2=CC3=C(C=C2)C(=NN3)C=CC4=CC=CC=N4. Drug 2: CS(=O)(=O)CCNCC1=CC=C(O1)C2=CC3=C(C=C2)N=CN=C3NC4=CC(=C(C=C4)OCC5=CC(=CC=C5)F)Cl. Cell line: HS 578T. Synergy scores: CSS=-3.23, Synergy_ZIP=2.20, Synergy_Bliss=3.29, Synergy_Loewe=-2.37, Synergy_HSA=-1.42. (6) Drug 1: CC1=C(C(CCC1)(C)C)C=CC(=CC=CC(=CC(=O)O)C)C. Drug 2: CC1=C2C(C(=O)C3(C(CC4C(C3C(C(C2(C)C)(CC1OC(=O)C(C(C5=CC=CC=C5)NC(=O)C6=CC=CC=C6)O)O)OC(=O)C7=CC=CC=C7)(CO4)OC(=O)C)O)C)OC(=O)C. Cell line: NCI-H460. Synergy scores: CSS=17.4, Synergy_ZIP=25.4, Synergy_Bliss=24.6, Synergy_Loewe=19.1, Synergy_HSA=23.0.